The task is: Regression. Given two drug SMILES strings and cell line genomic features, predict the synergy score measuring deviation from expected non-interaction effect.. This data is from NCI-60 drug combinations with 297,098 pairs across 59 cell lines. (1) Drug 1: CN(CC1=CN=C2C(=N1)C(=NC(=N2)N)N)C3=CC=C(C=C3)C(=O)NC(CCC(=O)O)C(=O)O. Drug 2: N.N.Cl[Pt+2]Cl. Cell line: T-47D. Synergy scores: CSS=27.3, Synergy_ZIP=-3.32, Synergy_Bliss=1.56, Synergy_Loewe=2.71, Synergy_HSA=2.99. (2) Drug 1: CN1C2=C(C=C(C=C2)N(CCCl)CCCl)N=C1CCCC(=O)O.Cl. Drug 2: CC1CCCC2(C(O2)CC(NC(=O)CC(C(C(=O)C(C1O)C)(C)C)O)C(=CC3=CSC(=N3)C)C)C. Cell line: MALME-3M. Synergy scores: CSS=30.8, Synergy_ZIP=-3.24, Synergy_Bliss=-6.02, Synergy_Loewe=-24.2, Synergy_HSA=-4.42. (3) Drug 1: CN1CCC(CC1)COC2=C(C=C3C(=C2)N=CN=C3NC4=C(C=C(C=C4)Br)F)OC. Drug 2: C1CN(CCN1C(=O)CCBr)C(=O)CCBr. Cell line: NCI-H226. Synergy scores: CSS=16.7, Synergy_ZIP=-3.14, Synergy_Bliss=-1.12, Synergy_Loewe=0.385, Synergy_HSA=0.568. (4) Drug 1: C1CN1C2=NC(=NC(=N2)N3CC3)N4CC4. Drug 2: C1=C(C(=O)NC(=O)N1)N(CCCl)CCCl. Cell line: U251. Synergy scores: CSS=53.6, Synergy_ZIP=-7.12, Synergy_Bliss=-5.90, Synergy_Loewe=-2.71, Synergy_HSA=-1.22. (5) Drug 1: CC1C(C(=O)NC(C(=O)N2CCCC2C(=O)N(CC(=O)N(C(C(=O)O1)C(C)C)C)C)C(C)C)NC(=O)C3=C4C(=C(C=C3)C)OC5=C(C(=O)C(=C(C5=N4)C(=O)NC6C(OC(=O)C(N(C(=O)CN(C(=O)C7CCCN7C(=O)C(NC6=O)C(C)C)C)C)C(C)C)C)N)C. Drug 2: COC1=C2C(=CC3=C1OC=C3)C=CC(=O)O2. Cell line: EKVX. Synergy scores: CSS=-0.418, Synergy_ZIP=0.493, Synergy_Bliss=0.222, Synergy_Loewe=-3.79, Synergy_HSA=-2.93. (6) Drug 2: CN(CCCl)CCCl.Cl. Drug 1: CC1=C2C(C(=O)C3(C(CC4C(C3C(C(C2(C)C)(CC1OC(=O)C(C(C5=CC=CC=C5)NC(=O)OC(C)(C)C)O)O)OC(=O)C6=CC=CC=C6)(CO4)OC(=O)C)O)C)O. Synergy scores: CSS=42.2, Synergy_ZIP=-4.48, Synergy_Bliss=-5.16, Synergy_Loewe=-12.2, Synergy_HSA=-3.26. Cell line: HT29.